The task is: Predict which catalyst facilitates the given reaction.. This data is from Catalyst prediction with 721,799 reactions and 888 catalyst types from USPTO. Reactant: CO/[CH:3]=[CH:4]/[C:5]([O:7][Si](C)(C)C)=[CH2:6].[C:12](#[N:15])[CH:13]=[CH2:14].Cl.C1COCC1. Product: [O:6]=[C:5]1[CH2:7][CH2:14][C:13]([C:12]#[N:15])=[CH:3][CH2:4]1. The catalyst class is: 48.